From a dataset of Reaction yield outcomes from USPTO patents with 853,638 reactions. Predict the reaction yield, written as a fraction of the theoretical maximum amount of product (1.0 means a 100% yield; for example, 0.34 means a 34% yield). (1) The reactants are Br[C:2]1[C:3]([Cl:20])=[C:4]2[CH:10]=[CH:9][N:8]([S:11]([C:14]3[CH:19]=[CH:18][CH:17]=[CH:16][CH:15]=3)(=[O:13])=[O:12])[C:5]2=[N:6][CH:7]=1.[CH3:21][O:22][C:23]1[CH:24]=[C:25](B(O)O)[CH:26]=[CH:27][CH:28]=1.C([O-])([O-])=O.[K+].[K+]. The catalyst is C1C=CC([P]([Pd]([P](C2C=CC=CC=2)(C2C=CC=CC=2)C2C=CC=CC=2)([P](C2C=CC=CC=2)(C2C=CC=CC=2)C2C=CC=CC=2)[P](C2C=CC=CC=2)(C2C=CC=CC=2)C2C=CC=CC=2)(C2C=CC=CC=2)C2C=CC=CC=2)=CC=1. The product is [Cl:20][C:3]1[C:2]([C:27]2[CH:26]=[CH:25][CH:24]=[C:23]([O:22][CH3:21])[CH:28]=2)=[CH:7][N:6]=[C:5]2[N:8]([S:11]([C:14]3[CH:19]=[CH:18][CH:17]=[CH:16][CH:15]=3)(=[O:13])=[O:12])[CH:9]=[CH:10][C:4]=12. The yield is 0.758. (2) The reactants are Cl.[CH3:2][C:3]1[CH:12]=[C:11]([CH2:13][O:14][C:15]2[CH:20]=[CH:19][C:18]([S:21]([NH:24][C@H:25]3[CH2:29][NH:28][CH2:27][C@H:26]3[C:30]([O:32][C:33]([CH3:36])([CH3:35])[CH3:34])=[O:31])(=[O:23])=[O:22])=[CH:17][CH:16]=2)[C:10]2[C:5](=[CH:6][CH:7]=[CH:8][CH:9]=2)[N:4]=1.[CH:37](OCC)=[O:38]. No catalyst specified. The product is [CH:37]([N:28]1[CH2:29][C@H:25]([NH:24][S:21]([C:18]2[CH:19]=[CH:20][C:15]([O:14][CH2:13][C:11]3[C:10]4[C:5](=[CH:6][CH:7]=[CH:8][CH:9]=4)[N:4]=[C:3]([CH3:2])[CH:12]=3)=[CH:16][CH:17]=2)(=[O:23])=[O:22])[C@H:26]([C:30]([O:32][C:33]([CH3:36])([CH3:35])[CH3:34])=[O:31])[CH2:27]1)=[O:38]. The yield is 0.610. (3) The reactants are [Cl:1][C:2]1[C:3]([O:12][C:13]2[CH:18]=[C:17]([O:19][CH2:20][CH2:21][O:22][CH3:23])[CH:16]=[CH:15][C:14]=2[CH2:24][OH:25])=[N:4][CH:5]=[C:6]([C:8]([F:11])([F:10])[F:9])[CH:7]=1.Cl[S:27]([N:30]=[C:31]=[O:32])(=[O:29])=[O:28].[NH:33]1[CH2:38][CH2:37][O:36][CH2:35][CH2:34]1.Cl. The catalyst is C1(C)C=CC=CC=1.C(OCC)(=O)C.N1C=CC=CC=1. The product is [N:33]1([S:27]([NH:30][C:31](=[O:32])[O:25][CH2:24][C:14]2[CH:15]=[CH:16][C:17]([O:19][CH2:20][CH2:21][O:22][CH3:23])=[CH:18][C:13]=2[O:12][C:3]2[C:2]([Cl:1])=[CH:7][C:6]([C:8]([F:9])([F:11])[F:10])=[CH:5][N:4]=2)(=[O:29])=[O:28])[CH2:38][CH2:37][O:36][CH2:35][CH2:34]1. The yield is 0.0800. (4) The reactants are [Cl:1][C:2]1[CH:7]=[CH:6][N:5]=[C:4]2[NH:8][N:9]=[CH:10][C:3]=12.[OH-].[K+].[I:13]I. The catalyst is CN(C=O)C. The product is [Cl:1][C:2]1[CH:7]=[CH:6][N:5]=[C:4]2[NH:8][N:9]=[C:10]([I:13])[C:3]=12. The yield is 0.890. (5) The reactants are [C:1]([CH2:4][CH2:5][C:6]1[C:10]([CH3:11])=[C:9]([CH:12]=O)[NH:8][C:7]=1[CH3:14])([OH:3])=[O:2].[I:15][C:16]1[CH:17]=[C:18]2[C:22](=[CH:23][CH:24]=1)[NH:21][C:20](=[O:25])[CH2:19]2.N1CCCCC1. The catalyst is C(O)C. The product is [I:15][C:16]1[CH:17]=[C:18]2[C:22](=[CH:23][CH:24]=1)[NH:21][C:20](=[O:25])[C:19]2=[CH:12][C:9]1[NH:8][C:7]([CH3:14])=[C:6]([CH2:5][CH2:4][C:1]([OH:3])=[O:2])[C:10]=1[CH3:11]. The yield is 0.710. (6) The reactants are C(=O)([O-])[O-].[Cs+].[Cs+].[Cl:7][C:8]1[C:12]([NH:13][C:14](=[O:24])[CH2:15][CH2:16][S:17][CH2:18][CH2:19][C:20]([F:23])([F:22])[F:21])=[CH:11][N:10]([C:25]2[CH:26]=[N:27][CH:28]=[CH:29][CH:30]=2)[N:9]=1.CN(C)C=O.I[CH2:37][CH3:38]. The product is [Cl:7][C:8]1[C:12]([N:13]([CH2:37][CH3:38])[C:14](=[O:24])[CH2:15][CH2:16][S:17][CH2:18][CH2:19][C:20]([F:22])([F:21])[F:23])=[CH:11][N:10]([C:25]2[CH:26]=[N:27][CH:28]=[CH:29][CH:30]=2)[N:9]=1. The yield is 0.660. The catalyst is O.C(OCC)(=O)C. (7) The reactants are [O:1]=[C:2]1[C@@:6]([N:12]2[CH:16]=[CH:15][CH:14]=[CH:13]2)([C:7]([O:9][CH2:10][CH3:11])=[O:8])[CH2:5][C:4](=[O:17])[NH:3]1.[Cl:18][C:19]([Cl:24])([Cl:23])[C:20](Cl)=[O:21].O.C(=O)(O)[O-].[Na+]. The catalyst is C(OCC)(=O)C. The product is [O:1]=[C:2]1[C@@:6]([N:12]2[CH:13]=[CH:14][CH:15]=[C:16]2[C:20](=[O:21])[C:19]([Cl:24])([Cl:23])[Cl:18])([C:7]([O:9][CH2:10][CH3:11])=[O:8])[CH2:5][C:4](=[O:17])[NH:3]1. The yield is 0.940.